Dataset: Full USPTO retrosynthesis dataset with 1.9M reactions from patents (1976-2016). Task: Predict the reactants needed to synthesize the given product. Given the product [C:6]([C:8]([NH2:12])([OH:11])[CH2:9][CH3:10])([O:5][C:1]([CH3:2])([CH3:4])[CH3:3])=[O:7].[CH:13]1[CH:18]=[CH:17][C:16]([C:19]2[CH:20]=[CH:21][C:22]([C:25]([CH2:27][CH2:28][C:29]([OH:31])=[O:30])=[O:26])=[CH:23][CH:24]=2)=[CH:15][CH:14]=1, predict the reactants needed to synthesize it. The reactants are: [C:1]([O:5][C:6]([C:8]([NH2:12])([OH:11])[CH2:9][CH3:10])=[O:7])([CH3:4])([CH3:3])[CH3:2].[CH:13]1[CH:14]=[CH:15][C:16]([C:19]2[CH:20]=[CH:21][C:22]([C:25]([CH2:27][CH2:28][C:29]([OH:31])=[O:30])=[O:26])=[CH:23][CH:24]=2)=[CH:17][CH:18]=1.ClCCl.CCN=C=NCCCN(C)C.Cl.